The task is: Predict the reaction yield, written as a fraction of the theoretical maximum amount of product (1.0 means a 100% yield; for example, 0.34 means a 34% yield).. This data is from Reaction yield outcomes from USPTO patents with 853,638 reactions. (1) The reactants are [F:1][C:2]1[C:24]([S:25]([CH:27]2[CH2:32][CH2:31][N:30]([C:33]([CH3:37])([CH3:36])[CH2:34][OH:35])[CH2:29][CH2:28]2)=[O:26])=[CH:23][C:5]2[C:6]3[N:7]([CH:11]=[C:12]([C:14]4[N:18]([CH:19]([CH3:21])[CH3:20])[N:17]=[C:16]([CH3:22])[N:15]=4)[N:13]=3)[CH2:8][CH2:9][O:10][C:4]=2[CH:3]=1.C(O)(C(F)(F)F)=[O:39].C1C=C(Cl)C=C(C(OO)=O)C=1. The catalyst is C(Cl)Cl. The product is [F:1][C:2]1[C:24]([S:25]([CH:27]2[CH2:32][CH2:31][N:30]([C:33]([CH3:37])([CH3:36])[CH2:34][OH:35])[CH2:29][CH2:28]2)(=[O:39])=[O:26])=[CH:23][C:5]2[C:6]3[N:7]([CH:11]=[C:12]([C:14]4[N:18]([CH:19]([CH3:20])[CH3:21])[N:17]=[C:16]([CH3:22])[N:15]=4)[N:13]=3)[CH2:8][CH2:9][O:10][C:4]=2[CH:3]=1. The yield is 0.380. (2) The reactants are [CH2:1]([N:8]1[C:17](=[O:18])[C:16]2[C:11](=[CH:12][C:13]([Cl:19])=[CH:14][CH:15]=2)[N:10]=[C:9]1[CH:20]([NH:24][CH2:25][C:26]([NH:29][C:30](=O)[C:31]1[CH:36]=[CH:35][C:34]([CH3:37])=[C:33]([F:38])[CH:32]=1)([CH3:28])[CH3:27])[CH:21]([CH3:23])[CH3:22])[C:2]1[CH:7]=[CH:6][CH:5]=[CH:4][CH:3]=1. The catalyst is P(Cl)(Cl)(Cl)=O. The product is [CH2:1]([N:8]1[C:17](=[O:18])[C:16]2[C:11](=[CH:12][C:13]([Cl:19])=[CH:14][CH:15]=2)[N:10]=[C:9]1[CH:20]([N:24]1[CH2:25][C:26]([CH3:28])([CH3:27])[N:29]=[C:30]1[C:31]1[CH:36]=[CH:35][C:34]([CH3:37])=[C:33]([F:38])[CH:32]=1)[CH:21]([CH3:23])[CH3:22])[C:2]1[CH:7]=[CH:6][CH:5]=[CH:4][CH:3]=1. The yield is 0.550. (3) The reactants are [Br:1][C:2]1[CH:3]=[C:4]([C:8]#[C:9][C:10]2[NH:11][O:12][CH:13]3[NH:17][CH2:16][CH2:15][C:14]=23)[CH:5]=[CH:6][CH:7]=1.N1CC(C(Cl)=O)CC1.[N:26]1([C:32](Cl)=[O:33])[CH2:31][CH2:30]O[CH2:28][CH2:27]1. No catalyst specified. The product is [Br:1][C:2]1[CH:3]=[C:4]([C:8]#[C:9][C:10]2[CH:14]3[CH2:15][CH2:16][N:17]([C:32]([N:26]4[CH2:31][CH2:30][CH2:28][CH2:27]4)=[O:33])[CH:13]3[O:12][N:11]=2)[CH:5]=[CH:6][CH:7]=1. The yield is 0.190. (4) The reactants are [Cl:1][C:2]1[N:10]=[C:9]2[C:5]([N:6]=[CH:7][N:8]2[CH:11]2[CH2:16][CH2:15][CH2:14][CH2:13][O:12]2)=[C:4]([N:17]2[CH2:22][CH2:21][O:20][CH2:19][CH2:18]2)[N:3]=1.C1C[O:26][CH2:25]C1.C([Li])CCC.CN(C)C=O. The catalyst is CCCCCC. The product is [Cl:1][C:2]1[N:10]=[C:9]2[C:5]([N:6]=[C:7]([CH:25]=[O:26])[N:8]2[CH:11]2[CH2:16][CH2:15][CH2:14][CH2:13][O:12]2)=[C:4]([N:17]2[CH2:22][CH2:21][O:20][CH2:19][CH2:18]2)[N:3]=1. The yield is 0.990. (5) The reactants are Cl[C:2]1[N:7]=[N:6][C:5]([N:8]2[CH2:13][CH2:12][CH:11]([NH:14][C:15](=[O:21])[O:16][C:17]([CH3:20])([CH3:19])[CH3:18])[CH2:10][CH2:9]2)=[CH:4][CH:3]=1.[Na].[CH3:23][OH:24]. The catalyst is O. The product is [CH3:23][O:24][C:2]1[N:7]=[N:6][C:5]([N:8]2[CH2:13][CH2:12][CH:11]([NH:14][C:15](=[O:21])[O:16][C:17]([CH3:20])([CH3:19])[CH3:18])[CH2:10][CH2:9]2)=[CH:4][CH:3]=1. The yield is 0.750. (6) The reactants are C([NH:5][S:6]([C:9]1[S:10][C:11]([C:14]2[CH:19]=[CH:18][CH:17]=[C:16]([C:20]3[N:25]=[C:24]([CH:26]([F:28])[F:27])[CH:23]=[C:22]([C:29]4[CH:34]=[CH:33][C:32]([C:35]([F:38])([F:37])[F:36])=[CH:31][CH:30]=4)[N:21]=3)[CH:15]=2)=[CH:12][CH:13]=1)(=[O:8])=[O:7])(C)(C)C.C(O)(C(F)(F)F)=O. The catalyst is ClCCl. The product is [F:28][CH:26]([F:27])[C:24]1[CH:23]=[C:22]([C:29]2[CH:34]=[CH:33][C:32]([C:35]([F:37])([F:36])[F:38])=[CH:31][CH:30]=2)[N:21]=[C:20]([C:16]2[CH:15]=[C:14]([C:11]3[S:10][C:9]([S:6]([NH2:5])(=[O:8])=[O:7])=[CH:13][CH:12]=3)[CH:19]=[CH:18][CH:17]=2)[N:25]=1. The yield is 0.130. (7) The catalyst is C(#N)C. The reactants are [C:1]([C:4]1[C:5]([OH:15])=[CH:6][C:7]([OH:14])=[C:8]([CH:13]=1)[C:9]([O:11][CH3:12])=[O:10])(=[O:3])[CH3:2].C(=O)([O-])[O-].[K+].[K+].[CH2:22](Br)[C:23]1[CH:28]=[CH:27][CH:26]=[CH:25][CH:24]=1. The product is [C:1]([C:4]1[C:5]([O:15][CH2:1][C:4]2[CH:5]=[CH:6][CH:7]=[CH:8][CH:13]=2)=[CH:6][C:7]([O:14][CH2:22][C:23]2[CH:28]=[CH:27][CH:26]=[CH:25][CH:24]=2)=[C:8]([CH:13]=1)[C:9]([O:11][CH3:12])=[O:10])(=[O:3])[CH3:2]. The yield is 0.710. (8) The reactants are [N+:1]([C:4]1[CH:9]=[CH:8][C:7]([CH2:10][CH2:11][C:12]2[C:16]3[C:17](=[O:31])[N:18]([C:25]4[CH:30]=[CH:29][CH:28]=[CH:27][CH:26]=4)[C:19]4[N:20]=[CH:21][CH:22]=[CH:23][C:24]=4[C:15]=3[NH:14][N:13]=2)=[CH:6][CH:5]=1)([O-])=O. The catalyst is CN(C=O)C.CO.[C].[Pd]. The product is [NH2:1][C:4]1[CH:9]=[CH:8][C:7]([CH2:10][CH2:11][C:12]2[C:16]3[C:17](=[O:31])[N:18]([C:25]4[CH:26]=[CH:27][CH:28]=[CH:29][CH:30]=4)[C:19]4[N:20]=[CH:21][CH:22]=[CH:23][C:24]=4[C:15]=3[NH:14][N:13]=2)=[CH:6][CH:5]=1. The yield is 0.930.